From a dataset of Catalyst prediction with 721,799 reactions and 888 catalyst types from USPTO. Predict which catalyst facilitates the given reaction. (1) Reactant: [N+:1]([C:4]1[CH:9]=[CH:8][C:7]([C:10]2[CH:11]=[CH:12][C:13]([C:16](=[O:18])[CH3:17])=[N:14][CH:15]=2)=[CH:6][CH:5]=1)([O-:3])=[O:2].[BH4-].[Na+]. Product: [N+:1]([C:4]1[CH:5]=[CH:6][C:7]([C:10]2[CH:11]=[CH:12][C:13]([CH:16]([OH:18])[CH3:17])=[N:14][CH:15]=2)=[CH:8][CH:9]=1)([O-:3])=[O:2]. The catalyst class is: 87. (2) Reactant: [CH3:1][O:2][C:3]1[CH:4]=[C:5]2[C:10](=[CH:11][C:12]=1[O:13][CH3:14])[N:9]=[CH:8][CH:7]=[C:6]2[O:15][C:16]1[CH:22]=[CH:21][C:19]([NH2:20])=[CH:18][C:17]=1[F:23].C(O)C.[CH3:27][C:28]1[CH:33]=[CH:32][C:31]([C:34]([N:36]=[C:37]=[S:38])=[O:35])=[CH:30][CH:29]=1. Product: [CH3:1][O:2][C:3]1[CH:4]=[C:5]2[C:10](=[CH:11][C:12]=1[O:13][CH3:14])[N:9]=[CH:8][CH:7]=[C:6]2[O:15][C:16]1[CH:22]=[CH:21][C:19]([NH:20][C:37]([NH:36][C:34](=[O:35])[C:31]2[CH:32]=[CH:33][C:28]([CH3:27])=[CH:29][CH:30]=2)=[S:38])=[CH:18][C:17]=1[F:23]. The catalyst class is: 11.